Dataset: Full USPTO retrosynthesis dataset with 1.9M reactions from patents (1976-2016). Task: Predict the reactants needed to synthesize the given product. (1) Given the product [Br:1][C:2]1[C:6]([C:7]([OH:9])=[O:8])=[CH:5][N:4]([CH2:12][C:13]2[CH:18]=[CH:17][C:16]([O:19][CH3:20])=[CH:15][CH:14]=2)[N:3]=1, predict the reactants needed to synthesize it. The reactants are: [Br:1][C:2]1[C:6]([C:7]([O:9]CC)=[O:8])=[CH:5][N:4]([CH2:12][C:13]2[CH:18]=[CH:17][C:16]([O:19][CH3:20])=[CH:15][CH:14]=2)[N:3]=1.[OH-].[Na+].Cl. (2) Given the product [CH2:16]([O:15][C:13]([C:12]1[CH2:19][C:20]([O-:26])=[C:21]([C:22]([O:24][CH3:25])=[O:23])[C:8]=1[CH2:9][CH3:10])=[O:14])[CH3:17].[Na+:7], predict the reactants needed to synthesize it. The reactants are: C1COCC1.[H-].[Na+:7].[C:8]([CH2:12][C:13]([O:15][CH2:16][CH3:17])=[O:14])(=O)[CH2:9][CH3:10].Cl[CH2:19][C:20](=[O:26])[CH2:21][C:22]([O:24][CH3:25])=[O:23]. (3) The reactants are: [Cl:1][C:2]1[CH:9]=[CH:8][C:7]([Cl:10])=[CH:6][C:3]=1[CH2:4][NH2:5].[CH:11]1[C:20]2[C:15](=[C:16]([CH:21]([CH3:25])[C:22](O)=[O:23])[CH:17]=[CH:18][CH:19]=2)[CH:14]=[CH:13][N:12]=1.C1C2C(=C(CC(O)=O)C=CC=2)C=CN=1. Given the product [Cl:1][C:2]1[CH:9]=[CH:8][C:7]([Cl:10])=[CH:6][C:3]=1[CH2:4][NH:5][C:22](=[O:23])[CH:21]([C:16]1[CH:17]=[CH:18][CH:19]=[C:20]2[C:15]=1[CH:14]=[CH:13][N:12]=[CH:11]2)[CH3:25], predict the reactants needed to synthesize it. (4) Given the product [CH:7]1([N:13]2[C:18](=[O:19])[CH2:17][C:16](=[O:21])[N:6]([C:1]([CH3:3])([CH3:2])[CH2:4][CH3:5])[C:14]2=[O:15])[CH2:12][CH2:11][CH2:10][CH2:9][CH2:8]1, predict the reactants needed to synthesize it. The reactants are: [C:1]([NH2:6])([CH2:4][CH3:5])([CH3:3])[CH3:2].[CH:7]1([N:13]=[C:14]=[O:15])[CH2:12][CH2:11][CH2:10][CH2:9][CH2:8]1.[C:16](Cl)(=[O:21])[CH2:17][C:18](Cl)=[O:19]. (5) The reactants are: Br[C:2]1[CH:3]=[CH:4][C:5]([O:8][CH:9]2[CH2:14][CH2:13][N:12]([C:15]([O:17][C:18]([CH3:21])([CH3:20])[CH3:19])=[O:16])[CH2:11][CH2:10]2)=[N:6][CH:7]=1.[C:22]([N:26]1[CH2:31][CH2:30][O:29][CH2:28][CH2:27]1)(=[O:25])[CH:23]=[CH2:24].C(=O)([O-])[O-].[K+].[K+]. Given the product [C:18]([O:17][C:15]([N:12]1[CH2:13][CH2:14][CH:9]([O:8][C:5]2[CH:4]=[CH:3][C:2]([CH:24]=[CH:23][C:22]([N:26]3[CH2:31][CH2:30][O:29][CH2:28][CH2:27]3)=[O:25])=[CH:7][N:6]=2)[CH2:10][CH2:11]1)=[O:16])([CH3:21])([CH3:20])[CH3:19], predict the reactants needed to synthesize it. (6) Given the product [F:15][C:16]1[CH:17]=[C:18]([N:22]2[C@@:26]3([CH2:31][CH2:30][N:29]([CH2:32][C:33]4[CH:38]=[CH:37][CH:36]=[C:35]([O:39][CH:40]([CH3:41])[CH3:42])[CH:34]=4)[C@@H:28]([CH3:43])[CH2:27]3)[C:25](=[O:44])[N:24]([CH2:2][C:3]3[CH:7]=[C:6]([CH3:8])[O:5][N:4]=3)[C:23]2=[O:45])[CH:19]=[CH:20][CH:21]=1, predict the reactants needed to synthesize it. The reactants are: Cl[CH2:2][C:3]1[CH:7]=[C:6]([CH3:8])[O:5][N:4]=1.C([O-])([O-])=O.[K+].[K+].[F:15][C:16]1[CH:17]=[C:18]([N:22]2[C@@:26]3([CH2:31][CH2:30][N:29]([CH2:32][C:33]4[CH:38]=[CH:37][CH:36]=[C:35]([O:39][CH:40]([CH3:42])[CH3:41])[CH:34]=4)[C@@H:28]([CH3:43])[CH2:27]3)[C:25](=[O:44])[NH:24][C:23]2=[O:45])[CH:19]=[CH:20][CH:21]=1.